This data is from Forward reaction prediction with 1.9M reactions from USPTO patents (1976-2016). The task is: Predict the product of the given reaction. (1) Given the reactants [C:1]1(=[O:6])[CH2:5][CH2:4][CH:3]=[CH:2]1.[C:7]([NH2:17])([O:9][CH2:10][C:11]1[CH:16]=[CH:15][CH:14]=[CH:13][CH:12]=1)=[O:8], predict the reaction product. The product is: [O:6]=[C:1]1[CH2:5][CH2:4][CH:3]([NH:17][C:7](=[O:8])[O:9][CH2:10][C:11]2[CH:12]=[CH:13][CH:14]=[CH:15][CH:16]=2)[CH2:2]1. (2) Given the reactants [CH3:1][O:2][CH2:3][CH2:4][NH:5][S:6]([C:9]1[C:14]([Cl:15])=[CH:13][CH:12]=[C:11]([N+:16]([O-])=O)[C:10]=1[OH:19])(=[O:8])=[O:7], predict the reaction product. The product is: [CH3:1][O:2][CH2:3][CH2:4][NH:5][S:6]([C:9]1[C:14]([Cl:15])=[CH:13][CH:12]=[C:11]([NH2:16])[C:10]=1[OH:19])(=[O:8])=[O:7]. (3) Given the reactants [NH2:1][C:2]1[CH:7]=[CH:6][CH:5]=[CH:4][C:3]=1[NH:8][C@@H:9]([CH3:22])[C@H:10]([NH:14][C:15]([O:17][C:18]([CH3:21])([CH3:20])[CH3:19])=[O:16])[C:11](O)=[O:12].Cl.C(N=C=NCCCN(C)C)C, predict the reaction product. The product is: [C:18]([O:17][C:15](=[O:16])[NH:14][C@H:10]1[C@H:9]([CH3:22])[NH:8][C:3]2[CH:4]=[CH:5][CH:6]=[CH:7][C:2]=2[NH:1][C:11]1=[O:12])([CH3:21])([CH3:20])[CH3:19]. (4) Given the reactants [CH3:1][O:2][C:3]1[CH:8]=[C:7]([C:9]2[CH:10]=[C:11]([CH:29]=[CH:30][C:31]=2[CH3:32])[CH2:12][O:13][C:14]2[N:19]=[CH:18][C:17]3[C@@H:20]4[C@@H:23]([C:24]([O:26]CC)=[O:25])[C@@H:21]4[CH2:22][C:16]=3[CH:15]=2)[CH:6]=[CH:5][N:4]=1.O[Li].O.Cl, predict the reaction product. The product is: [CH3:1][O:2][C:3]1[CH:8]=[C:7]([C:9]2[CH:10]=[C:11]([CH:29]=[CH:30][C:31]=2[CH3:32])[CH2:12][O:13][C:14]2[N:19]=[CH:18][C:17]3[C@@H:20]4[C@@H:23]([C:24]([OH:26])=[O:25])[C@@H:21]4[CH2:22][C:16]=3[CH:15]=2)[CH:6]=[CH:5][N:4]=1.